Task: Predict the reactants needed to synthesize the given product.. Dataset: Full USPTO retrosynthesis dataset with 1.9M reactions from patents (1976-2016) (1) Given the product [C:20]([NH:19][C:16]1[CH:17]=[CH:18][C:13]([CH2:12][N:8]2[CH2:9][CH2:10][CH:11]=[C:6]([CH2:5][CH2:4][C:3]([OH:24])=[O:2])[C:7]2=[O:23])=[CH:14][CH:15]=1)(=[O:22])[CH3:21], predict the reactants needed to synthesize it. The reactants are: C[O:2][C:3](=[O:24])[CH2:4][CH2:5][C:6]1[C:7](=[O:23])[N:8]([CH2:12][C:13]2[CH:18]=[CH:17][C:16]([NH:19][C:20](=[O:22])[CH3:21])=[CH:15][CH:14]=2)[CH2:9][CH2:10][CH:11]=1.[Li+].[OH-]. (2) The reactants are: [NH2:1][C:2]1([CH2:5][C:6]([O:8][CH3:9])=[O:7])[CH2:4][CH2:3]1.C(N([CH2:15][CH3:16])CC)C.Cl[C:18]([CH2:20][C:21]([OH:23])=[O:22])=[O:19]. Given the product [CH3:9][O:8][C:6](=[O:7])[CH2:5][C:2]1([NH:1][C:18](=[O:19])[CH2:20][C:21]([O:23][CH2:15][CH3:16])=[O:22])[CH2:4][CH2:3]1, predict the reactants needed to synthesize it. (3) Given the product [C:44]([C:48]1[CH:49]=[CH:50][C:51]([CH2:52][N:53]([CH2:54][CH2:55][CH2:56][CH:57]=[CH2:58])[C:10]([C:8]2[CH:7]=[CH:6][CH:5]=[C:4]3[C:9]=2[NH:1][CH:2]=[CH:3]3)=[O:12])=[CH:59][CH:60]=1)([CH3:47])([CH3:45])[CH3:46], predict the reactants needed to synthesize it. The reactants are: [NH:1]1[C:9]2[C:4](=[CH:5][CH:6]=[CH:7][C:8]=2[C:10]([OH:12])=O)[CH:3]=[CH:2]1.CN(C(ON1N=NC2C=CC=CC1=2)=[N+](C)C)C.[B-](F)(F)(F)F.C(N(CC)C(C)C)(C)C.[C:44]([C:48]1[CH:60]=[CH:59][C:51]([CH2:52][NH:53][CH2:54][CH2:55][CH2:56][CH:57]=[CH2:58])=[CH:50][CH:49]=1)([CH3:47])([CH3:46])[CH3:45]. (4) The reactants are: Cl[C:2]1[C:11]2[C:6](=[CH:7][CH:8]=[CH:9][CH:10]=2)[NH:5]/[C:4](=[C:12]2/[C:13]([CH3:18])=[N:14][NH:15][C:16]/2=[O:17])/[CH:3]=1.[C:19](NC1C=CC(N)=CN=1)(=[O:21])[CH3:20]. Given the product [CH2:19]([O:21][C:2]1[C:11]2[C:6](=[CH:7][CH:8]=[CH:9][CH:10]=2)[NH:5]/[C:4](=[C:12]2/[C:13]([CH3:18])=[N:14][NH:15][C:16]/2=[O:17])/[CH:3]=1)[CH3:20], predict the reactants needed to synthesize it. (5) Given the product [Cl:1][C:2]1[C:7]([CH:16]([OH:18])[CH3:17])=[CH:6][CH:5]=[CH:4][N:3]=1, predict the reactants needed to synthesize it. The reactants are: [Cl:1][C:2]1[CH:7]=[CH:6][CH:5]=[CH:4][N:3]=1.[Li+].CC([N-]C(C)C)C.[CH:16](=[O:18])[CH3:17].O. (6) The reactants are: [Br:1][C:2]1[CH:25]=[CH:24][C:5]([CH2:6][C@@H:7]2[C:11]3=[N:12][C:13]4[CH:18]=[CH:17][C:16]([C:19]([F:22])([F:21])[F:20])=[CH:15][C:14]=4[N:10]3[C:9](=[O:23])[NH:8]2)=[CH:4][CH:3]=1.BrC1C=CC(C[C@@H]2C3=NC4C=C(C(F)(F)F)C=CC=4N3C(=O)N2)=CC=1.[NH2:51][C@H:52]1[CH2:57][CH2:56][C@H:55]([OH:58])[CH2:54][CH2:53]1.C(O)(C(F)(F)F)=O. Given the product [Br:1][C:2]1[CH:3]=[CH:4][C:5]([CH2:6][C@@H:7]([NH:8][C:9]([NH:51][C@H:52]2[CH2:57][CH2:56][C@H:55]([OH:58])[CH2:54][CH2:53]2)=[O:23])[C:11]2[NH:10][C:14]3[CH:15]=[C:16]([C:19]([F:21])([F:20])[F:22])[CH:17]=[CH:18][C:13]=3[N:12]=2)=[CH:24][CH:25]=1, predict the reactants needed to synthesize it. (7) Given the product [F:1][C:2]1[CH:7]=[CH:6][C:5]([CH:8]([N:33]2[CH2:38][CH2:37][N:36]([CH:39]([CH3:41])[CH3:40])[CH2:35][CH2:34]2)[CH2:9][N:10]2[CH2:15][CH2:14][N:13]([CH2:16][CH2:17][CH2:18][C:19]3[CH:24]=[CH:23][CH:22]=[CH:21][C:20]=3[C:25]3[CH:30]=[CH:29][C:28]([C:31](=[O:45])[NH2:32])=[CH:27][CH:26]=3)[CH2:12][CH2:11]2)=[CH:4][CH:3]=1, predict the reactants needed to synthesize it. The reactants are: [F:1][C:2]1[CH:7]=[CH:6][C:5]([CH:8]([N:33]2[CH2:38][CH2:37][N:36]([CH:39]([CH3:41])[CH3:40])[CH2:35][CH2:34]2)[CH2:9][N:10]2[CH2:15][CH2:14][N:13]([CH2:16][CH2:17][CH2:18][C:19]3[CH:24]=[CH:23][CH:22]=[CH:21][C:20]=3[C:25]3[CH:30]=[CH:29][C:28]([C:31]#[N:32])=[CH:27][CH:26]=3)[CH2:12][CH2:11]2)=[CH:4][CH:3]=1.[OH-].[K+].C(=O)(O)[O-:45].[Na+]. (8) The reactants are: CC(OI1(OC(C)=O)(OC(C)=O)OC(=O)C2C=CC=CC1=2)=O.[C:23]([O:31][C@@H:32]1[CH2:40][C@@H:35]2[O:36][C:37](=[O:39])[CH2:38][C@@H:34]2[C@H:33]1[CH2:41][OH:42])(=[O:30])[C:24]1[CH:29]=[CH:28][CH:27]=[CH:26][CH:25]=1.O.O.O.O.O.S([O-])([O-])(=O)=S.[Na+].[Na+].C(=O)(O)[O-].[Na+]. Given the product [C:23]([O:31][C@@H:32]1[CH2:40][C@@H:35]2[O:36][C:37](=[O:39])[CH2:38][C@@H:34]2[C@H:33]1[CH:41]=[O:42])(=[O:30])[C:24]1[CH:25]=[CH:26][CH:27]=[CH:28][CH:29]=1, predict the reactants needed to synthesize it. (9) The reactants are: [CH3:1][O:2][C:3]([C:5]1[C:6]2[CH:20]=[N:19][NH:18][C:7]=2[N:8]=[C:9]([C:11]2[CH:16]=[CH:15][C:14]([OH:17])=[CH:13][CH:12]=2)[CH:10]=1)=[O:4].[O:21]1[CH:26]=[CH:25][CH2:24][CH2:23][CH2:22]1.O.C1(C)C=CC(S(O)(=O)=O)=CC=1.O. Given the product [CH3:1][O:2][C:3]([C:5]1[C:6]2[CH:20]=[N:19][N:18]([CH:22]3[CH2:23][CH2:24][CH2:25][CH2:26][O:21]3)[C:7]=2[N:8]=[C:9]([C:11]2[CH:12]=[CH:13][C:14]([OH:17])=[CH:15][CH:16]=2)[CH:10]=1)=[O:4], predict the reactants needed to synthesize it. (10) Given the product [O:1]1[CH2:5][CH2:4][O:3][CH:2]1[CH2:6][CH2:7][NH:8][CH2:9][CH2:10][O:11][Si:12]([C:15]([CH3:18])([CH3:17])[CH3:16])([CH3:14])[CH3:13], predict the reactants needed to synthesize it. The reactants are: [O:1]1[CH2:5][CH2:4][O:3][CH:2]1[CH2:6][CH2:7][N:8](CC1C=CC=CC=1)[CH2:9][CH2:10][O:11][Si:12]([C:15]([CH3:18])([CH3:17])[CH3:16])([CH3:14])[CH3:13].CC1CC=CCC=1.